The task is: Regression. Given two drug SMILES strings and cell line genomic features, predict the synergy score measuring deviation from expected non-interaction effect.. This data is from NCI-60 drug combinations with 297,098 pairs across 59 cell lines. (1) Drug 1: CCC1(CC2CC(C3=C(CCN(C2)C1)C4=CC=CC=C4N3)(C5=C(C=C6C(=C5)C78CCN9C7C(C=CC9)(C(C(C8N6C=O)(C(=O)OC)O)OC(=O)C)CC)OC)C(=O)OC)O.OS(=O)(=O)O. Drug 2: B(C(CC(C)C)NC(=O)C(CC1=CC=CC=C1)NC(=O)C2=NC=CN=C2)(O)O. Cell line: SR. Synergy scores: CSS=73.0, Synergy_ZIP=3.80, Synergy_Bliss=6.29, Synergy_Loewe=-0.733, Synergy_HSA=-0.461. (2) Drug 2: C1CCC(CC1)NC(=O)N(CCCl)N=O. Synergy scores: CSS=52.0, Synergy_ZIP=17.5, Synergy_Bliss=16.9, Synergy_Loewe=16.7, Synergy_HSA=16.5. Drug 1: C1CCN(CC1)CCOC2=CC=C(C=C2)C(=O)C3=C(SC4=C3C=CC(=C4)O)C5=CC=C(C=C5)O. Cell line: K-562.